Predict the reaction yield, written as a fraction of the theoretical maximum amount of product (1.0 means a 100% yield; for example, 0.34 means a 34% yield). From a dataset of Reaction yield outcomes from USPTO patents with 853,638 reactions. (1) The yield is 0.320. The product is [CH:20]1([C:18]([C:12]2[CH:13]=[C:14]([CH3:17])[CH:15]=[CH:16][C:11]=2[NH:10][C:8]([NH:7][C:5]2[S:6][C:2]([S:25][C:26]3[CH:31]=[CH:30][CH:29]=[CH:28][N:27]=3)=[CH:3][N:4]=2)=[O:9])=[O:19])[CH2:24][CH2:23][CH2:22][CH2:21]1. No catalyst specified. The reactants are Br[C:2]1[S:6][C:5]([NH:7][C:8]([NH:10][C:11]2[CH:16]=[CH:15][C:14]([CH3:17])=[CH:13][C:12]=2[C:18]([CH:20]2[CH2:24][CH2:23][CH2:22][CH2:21]2)=[O:19])=[O:9])=[N:4][CH:3]=1.[SH:25][C:26]1[CH:31]=[CH:30][CH:29]=[CH:28][N:27]=1. (2) The reactants are [CH2:1]([O:3][C:4]([N:6]1[C:15]2[C:10](=[CH:11][CH:12]=[CH:13][CH:14]=2)[N:9]([CH:16]([C:22]2[CH:27]=[C:26]([C:28]([F:31])([F:30])[F:29])[CH:25]=[C:24]([C:32]([F:35])([F:34])[F:33])[CH:23]=2)[C:17]2[N:18]=[N:19][NH:20][N:21]=2)[CH2:8][CH:7]1[CH2:36][CH3:37])=[O:5])[CH3:2].[C:38]([O-])([O-])=O.[K+].[K+].CI. The catalyst is CC(C)=O. The product is [CH2:1]([O:3][C:4]([N:6]1[C:15]2[C:10](=[CH:11][CH:12]=[CH:13][CH:14]=2)[N:9]([CH:16]([C:22]2[CH:27]=[C:26]([C:28]([F:29])([F:30])[F:31])[CH:25]=[C:24]([C:32]([F:34])([F:35])[F:33])[CH:23]=2)[C:17]2[N:18]=[N:19][N:20]([CH3:38])[N:21]=2)[CH2:8][CH:7]1[CH2:36][CH3:37])=[O:5])[CH3:2]. The yield is 0.510. (3) The reactants are C(O[C:5](=[O:7])[CH3:6])(=O)C.[Br:8][C:9]1[CH:14]=[CH:13][C:12]([NH:15][CH2:16][C:17]#[N:18])=[CH:11][C:10]=1[CH3:19]. No catalyst specified. The product is [Br:8][C:9]1[CH:14]=[CH:13][C:12]([N:15]([CH2:16][C:17]#[N:18])[C:5](=[O:7])[CH3:6])=[CH:11][C:10]=1[CH3:19]. The yield is 0.990.